Dataset: Forward reaction prediction with 1.9M reactions from USPTO patents (1976-2016). Task: Predict the product of the given reaction. Given the reactants [CH3:1][O:2][C:3](=[O:15])[C:4]1[CH:9]=[C:8](I)[CH:7]=[CH:6][C:5]=1[O:11][CH:12]([CH3:14])[CH3:13].[CH3:16][O:17][C:18]1[CH:23]=[CH:22][CH:21]=[CH:20][C:19]=1[C:24]#[CH:25].CCCC[N+](CCCC)(CCCC)CCCC.[F-], predict the reaction product. The product is: [CH3:1][O:2][C:3](=[O:15])[C:4]1[CH:9]=[C:8]([C:25]#[C:24][C:19]2[CH:20]=[CH:21][CH:22]=[CH:23][C:18]=2[O:17][CH3:16])[CH:7]=[CH:6][C:5]=1[O:11][CH:12]([CH3:14])[CH3:13].